This data is from Tyrosyl-DNA phosphodiesterase HTS with 341,365 compounds. The task is: Binary Classification. Given a drug SMILES string, predict its activity (active/inactive) in a high-throughput screening assay against a specified biological target. (1) The compound is S(=O)(=O)(N(Cc1c2n(nnn2)c2c(c1)cc(cc2)C)Cc1occc1)c1ccccc1. The result is 0 (inactive). (2) The drug is O=C(Nc1c(cccc1)C)CCC(=O)N\N=C\c1cccnc1. The result is 0 (inactive). (3) The result is 0 (inactive). The drug is S(=O)(=O)(NCCC(OCC(=O)N(CCC#N)c1ccccc1)=O)c1ccccc1. (4) The molecule is S(=O)(=O)(N(CC(=O)Nc1c(cc(cc1)C)C)C)c1cc2CCC(=O)Nc2cc1. The result is 0 (inactive). (5) The compound is O(c1c(Nc2[nH]nc(c(=O)n2)C)cc(OC)cc1)C. The result is 0 (inactive). (6) The compound is o1c2c(cc(c3onc(n3)c3ccc(cc3)C)c1=O)cccc2. The result is 0 (inactive).